This data is from Full USPTO retrosynthesis dataset with 1.9M reactions from patents (1976-2016). The task is: Predict the reactants needed to synthesize the given product. Given the product [C:8]([O:12][C:13]([N:15]1[CH2:20][CH2:19][N:18]([C:21]2[NH:26][C:25](=[O:27])[C:24]3[N:28]([CH2:2][C:3]([O:5][CH2:6][CH3:7])=[O:4])[CH:29]=[N:30][C:23]=3[CH:22]=2)[CH2:17][CH2:16]1)=[O:14])([CH3:11])([CH3:9])[CH3:10], predict the reactants needed to synthesize it. The reactants are: Cl[CH2:2][C:3]([O:5][CH2:6][CH3:7])=[O:4].[C:8]([O:12][C:13]([N:15]1[CH2:20][CH2:19][N:18]([C:21]2[NH:26][C:25](=[O:27])[C:24]3[NH:28][CH:29]=[N:30][C:23]=3[CH:22]=2)[CH2:17][CH2:16]1)=[O:14])([CH3:11])([CH3:10])[CH3:9].C(=O)([O-])[O-].[K+].[K+].